This data is from Reaction yield outcomes from USPTO patents with 853,638 reactions. The task is: Predict the reaction yield, written as a fraction of the theoretical maximum amount of product (1.0 means a 100% yield; for example, 0.34 means a 34% yield). (1) The reactants are [Cl:1][C:2]1[CH:11]=[CH:10][CH:9]=[C:8]2[C:3]=1[C:4](=[O:21])[N:5]([C:14]1[CH:19]=[CH:18][CH:17]=[CH:16][C:15]=1[F:20])[C:6]([CH2:12]Cl)=[N:7]2.[N:22]1[C:30]([NH2:31])=[C:29]2[C:25]([N:26]=[CH:27][NH:28]2)=[N:24][CH:23]=1.C([O-])([O-])=O.[K+].[K+]. The catalyst is CN(C=O)C. The product is [NH2:31][C:30]1[N:22]=[CH:23][N:24]=[C:25]2[C:29]=1[N:28]=[CH:27][N:26]2[CH2:12][C:6]1[N:5]([C:14]2[CH:19]=[CH:18][CH:17]=[CH:16][C:15]=2[F:20])[C:4](=[O:21])[C:3]2[C:8](=[CH:9][CH:10]=[CH:11][C:2]=2[Cl:1])[N:7]=1. The yield is 0.500. (2) The reactants are [CH3:1][O:2][C:3]1[CH:9]=[CH:8][C:7]([N+:10]([O-:12])=[O:11])=[CH:6][C:4]=1[NH2:5].N1C=CC=CC=1.[Cl:19][CH2:20][C:21](Cl)=[O:22]. The catalyst is C(Cl)Cl. The product is [Cl:19][CH2:20][C:21]([NH:5][C:4]1[CH:6]=[C:7]([N+:10]([O-:12])=[O:11])[CH:8]=[CH:9][C:3]=1[O:2][CH3:1])=[O:22]. The yield is 0.970. (3) The product is [C:10]1([CH3:14])[CH:11]=[CH:12][C:7]([CH:5]([CH3:6])[C:4]([O:3][CH2:1][CH3:2])=[O:13])=[CH:8][CH:9]=1. The reactants are [CH2:1]([O:3][C:4](=[O:13])[CH:5]([C:7]1[CH:12]=[CH:11][CH:10]=[CH:9][CH:8]=1)[CH3:6])[CH3:2].[C:14]1(C)C=CC(CC(OCC)=O)=CC=1.[Li+].CC([N-]C(C)C)C.CI. The yield is 0.860. The catalyst is C1COCC1.CN1C(=O)N(C)CCC1. (4) The reactants are [N:1]1[C:10]2[CH2:9][CH2:8][N:7](C(OC(C)(C)C)=O)[CH2:6][C:5]=2[CH:4]=[C:3]([C:18]([O:20][CH3:21])=[O:19])[CH:2]=1.[ClH:22]. No catalyst specified. The product is [ClH:22].[N:1]1[C:10]2[CH2:9][CH2:8][NH:7][CH2:6][C:5]=2[CH:4]=[C:3]([C:18]([O:20][CH3:21])=[O:19])[CH:2]=1. The yield is 1.00. (5) The reactants are [Cl:1][C:2]1[C:3]([N+:16]([O-])=O)=[CH:4][C:5]([N+:13]([O-])=O)=[C:6](/[CH:8]=[CH:9]/N(C)C)[CH:7]=1. The catalyst is [Ni].CCO. The product is [Cl:1][C:2]1[CH:7]=[C:6]2[C:5](=[CH:4][C:3]=1[NH2:16])[NH:13][CH:9]=[CH:8]2. The yield is 0.160. (6) The reactants are [CH3:1][CH:2]([NH2:4])[CH3:3].C([O-])([O-])=O.[K+].[K+].Br[CH2:12][C:13]([O:15][CH3:16])=[O:14]. The catalyst is CC#N. The product is [CH:2]([NH:4][CH2:12][C:13]([O:15][CH3:16])=[O:14])([CH3:3])[CH3:1]. The yield is 0.730. (7) The reactants are C([C:8]1[CH:16]=[CH:15][C:11]([C:12](O)=[O:13])=[CH:10][C:9]=1[C:17]([NH:19][C:20]1[CH:25]=[C:24]([C:26]([F:29])([F:28])[F:27])[CH:23]=[C:22]([C:30]([F:33])([F:32])[F:31])[CH:21]=1)=[O:18])C1C=CC=CC=1.[NH:34]1[CH2:39][CH2:38][CH2:37][CH2:36][CH2:35]1. No catalyst specified. The product is [CH2:12]([O:13][C:8]1[CH:16]=[CH:15][C:11]([C:12]([N:34]2[CH2:39][CH2:38][CH2:37][CH2:36][CH2:35]2)=[O:13])=[CH:10][C:9]=1[C:17]([NH:19][C:20]1[CH:25]=[C:24]([C:26]([F:28])([F:27])[F:29])[CH:23]=[C:22]([C:30]([F:31])([F:32])[F:33])[CH:21]=1)=[O:18])[C:11]1[CH:15]=[CH:16][CH:8]=[CH:9][CH:10]=1. The yield is 0.564. (8) The reactants are Cl.[NH2:2][C:3]1[C:11]([OH:12])=[C:10]2[C:6]([CH2:7][CH2:8][CH:9]2[CH2:13][CH2:14][NH:15][C:16](=[O:18])[CH3:17])=[CH:5][CH:4]=1.[C:19]1([CH2:25][CH2:26][CH2:27][C:28](Cl)=[O:29])[CH:24]=[CH:23][CH:22]=[CH:21][CH:20]=1.O. The catalyst is N1C=CC=CC=1. The product is [C:16]([NH:15][CH2:14][CH2:13][CH:9]1[C:10]2[C:6](=[CH:5][CH:4]=[C:3]([NH:2][C:28](=[O:29])[CH2:27][CH2:26][CH2:25][C:19]3[CH:24]=[CH:23][CH:22]=[CH:21][CH:20]=3)[C:11]=2[OH:12])[CH2:7][CH2:8]1)(=[O:18])[CH3:17]. The yield is 0.690. (9) The reactants are [C:1]([C:3]1[C:8]2[N:9]=[C:10]([N:12]3[CH2:17][CH2:16][CH:15]([C:18]([O:20]CC)=[O:19])[CH2:14][CH2:13]3)[O:11][C:7]=2[C:6]([N:23]2[CH2:27][CH2:26][C@H:25]([N:28]([CH3:30])[CH3:29])[CH2:24]2)=[C:5]([C:31]2[CH:36]=[CH:35][CH:34]=[CH:33][CH:32]=2)[C:4]=1[CH3:37])#[N:2].[OH-].[Na+].Cl. The catalyst is O1CCCC1. The product is [C:1]([C:3]1[C:8]2[N:9]=[C:10]([N:12]3[CH2:17][CH2:16][CH:15]([C:18]([OH:20])=[O:19])[CH2:14][CH2:13]3)[O:11][C:7]=2[C:6]([N:23]2[CH2:27][CH2:26][C@H:25]([N:28]([CH3:30])[CH3:29])[CH2:24]2)=[C:5]([C:31]2[CH:36]=[CH:35][CH:34]=[CH:33][CH:32]=2)[C:4]=1[CH3:37])#[N:2]. The yield is 0.710.